This data is from Peptide-MHC class I binding affinity with 185,985 pairs from IEDB/IMGT. The task is: Regression. Given a peptide amino acid sequence and an MHC pseudo amino acid sequence, predict their binding affinity value. This is MHC class I binding data. (1) The peptide sequence is SLSMTCIAV. The MHC is HLA-A02:03 with pseudo-sequence HLA-A02:03. The binding affinity (normalized) is 0.554. (2) The peptide sequence is ITLWQRPLV. The MHC is HLA-A11:01 with pseudo-sequence HLA-A11:01. The binding affinity (normalized) is 0. (3) The MHC is HLA-A02:01 with pseudo-sequence HLA-A02:01. The peptide sequence is LSIIFGRSY. The binding affinity (normalized) is 0.0847. (4) The peptide sequence is VQTIVFIWFI. The MHC is HLA-A02:01 with pseudo-sequence HLA-A02:01. The binding affinity (normalized) is 0.366. (5) The peptide sequence is SSWNSAHEK. The MHC is BoLA-T2a with pseudo-sequence BoLA-T2a. The binding affinity (normalized) is 0.400. (6) The peptide sequence is KIMKVVNRW. The MHC is HLA-B58:01 with pseudo-sequence HLA-B58:01. The binding affinity (normalized) is 0.666.